This data is from Catalyst prediction with 721,799 reactions and 888 catalyst types from USPTO. The task is: Predict which catalyst facilitates the given reaction. (1) Reactant: C(OC(=O)C[C:8]1([C:17]([OH:19])=[O:18])[CH2:16][C:15]2[C:10](=[CH:11][CH:12]=[CH:13][CH:14]=2)[CH2:9]1)(C)(C)C.Cl. Product: [C:17]([CH2:8][CH:16]1[C:15]2[C:10](=[CH:11][CH:12]=[CH:13][CH:14]=2)[CH2:9][CH:8]1[C:17]([OH:19])=[O:18])([OH:19])=[O:18]. The catalyst class is: 25. (2) Reactant: [CH3:1][O:2][C:3]1[S:21][C:6]2[NH:7][C:8](=[O:20])[N:9]([C@H:12]([C:14]3[CH:19]=[CH:18][CH:17]=[CH:16][CH:15]=3)[CH3:13])[C:10](=[O:11])[C:5]=2[C:4]=1[CH3:22].Br[CH2:24][C:25]1[CH:30]=[CH:29][C:28]([C:31]2[CH:36]=[CH:35][CH:34]=[CH:33][C:32]=2[C:37]2[N:41]=[C:40](C(Cl)(Cl)Cl)[O:39][N:38]=2)=[CH:27][CH:26]=1.C(=O)([O-])[O-:47].[K+].[K+].CN(C)C=O. Product: [CH3:1][O:2][C:3]1[S:21][C:6]2[N:7]([CH2:24][C:25]3[CH:30]=[CH:29][C:28]([C:31]4[CH:36]=[CH:35][CH:34]=[CH:33][C:32]=4[C:37]4[NH:41][C:40](=[O:47])[O:39][N:38]=4)=[CH:27][CH:26]=3)[C:8](=[O:20])[N:9]([C@H:12]([C:14]3[CH:15]=[CH:16][CH:17]=[CH:18][CH:19]=3)[CH3:13])[C:10](=[O:11])[C:5]=2[C:4]=1[CH3:22]. The catalyst class is: 13. (3) Reactant: [CH2:1]([O:8][C:9]([NH:11][CH2:12][CH2:13][CH2:14][CH2:15][CH2:16][CH2:17][CH2:18][CH2:19][CH2:20][CH2:21][C:22]([O:24]C)=O)=[O:10])[C:2]1[CH:7]=[CH:6][CH:5]=[CH:4][CH:3]=1.Cl.[CH3:27][NH:28][O:29][CH3:30].C(=O)=O.C([Mg]Cl)(C)C. Product: [CH3:30][O:29][N:28]([CH3:27])[C:22](=[O:24])[CH2:21][CH2:20][CH2:19][CH2:18][CH2:17][CH2:16][CH2:15][CH2:14][CH2:13][CH2:12][NH:11][C:9](=[O:10])[O:8][CH2:1][C:2]1[CH:3]=[CH:4][CH:5]=[CH:6][CH:7]=1. The catalyst class is: 1. (4) Reactant: [NH2:1][C:2]1[C:7]([NH2:8])=[CH:6][CH:5]=[CH:4][N:3]=1.[CH2:9]([O:16][C:17](Cl)=[O:18])[C:10]1[CH:15]=[CH:14][CH:13]=[CH:12][CH:11]=1. Product: [NH2:1][C:2]1[C:7]([NH:8][C:17](=[O:18])[O:16][CH2:9][C:10]2[CH:15]=[CH:14][CH:13]=[CH:12][CH:11]=2)=[CH:6][CH:5]=[CH:4][N:3]=1. The catalyst class is: 860. (5) Reactant: [CH2:1]([C:8]1(O)[C:16]2[C:11](=[CH:12][CH:13]=[C:14]([O:17][CH3:18])[CH:15]=2)[CH2:10][CH:9]1[NH:19][C:20](=[O:24])[O:21][CH2:22][CH3:23])[C:2]1[CH:7]=[CH:6][CH:5]=[CH:4][CH:3]=1.CS(O)(=O)=O. Product: [CH:1](=[C:8]1/[CH:9]([NH:19][C:20](=[O:24])[O:21][CH2:22][CH3:23])[CH2:10][C:11]2[C:16]/1=[CH:15][C:14]([O:17][CH3:18])=[CH:13][CH:12]=2)/[C:2]1[CH:7]=[CH:6][CH:5]=[CH:4][CH:3]=1. The catalyst class is: 11. (6) Reactant: [F:1][C:2]([F:40])([F:39])[C:3]1[CH:4]=[C:5]([CH:13]([NH2:38])[CH2:14][NH:15][CH2:16][C:17]2[CH:22]=[C:21]([C:23]([F:26])([F:25])[F:24])[CH:20]=[CH:19][C:18]=2[C:27]2[CH:32]=[C:31]([CH:33]([CH3:35])[CH3:34])[CH:30]=[CH:29][C:28]=2[O:36][CH3:37])[CH:6]=[C:7]([C:9]([F:12])([F:11])[F:10])[CH:8]=1.CCN(C(C)C)C(C)C.Cl[C:51](Cl)([O:53]C(=O)OC(Cl)(Cl)Cl)Cl.C([O-])(O)=O.[Na+]. Product: [F:1][C:2]([F:39])([F:40])[C:3]1[CH:4]=[C:5]([CH:13]2[CH2:14][N:15]([CH2:16][C:17]3[CH:22]=[C:21]([C:23]([F:24])([F:25])[F:26])[CH:20]=[CH:19][C:18]=3[C:27]3[CH:32]=[C:31]([CH:33]([CH3:35])[CH3:34])[CH:30]=[CH:29][C:28]=3[O:36][CH3:37])[C:51](=[O:53])[NH:38]2)[CH:6]=[C:7]([C:9]([F:11])([F:10])[F:12])[CH:8]=1. The catalyst class is: 2. (7) Reactant: [Br:1][C:2]1[C:3]([N:18]([CH3:23])[S:19]([CH3:22])(=[O:21])=[O:20])=[CH:4][C:5]2[O:9][C:8]([CH:10]=[N:11][OH:12])=[C:7]([C:13]([NH:15][CH3:16])=[O:14])[C:6]=2[CH:17]=1.C1C(=O)N([Cl:31])C(=O)C1. Product: [Br:1][C:2]1[C:3]([N:18]([CH3:23])[S:19]([CH3:22])(=[O:20])=[O:21])=[CH:4][C:5]2[O:9][C:8]([C:10]([Cl:31])=[N:11][OH:12])=[C:7]([C:13](=[O:14])[NH:15][CH3:16])[C:6]=2[CH:17]=1. The catalyst class is: 3. (8) Reactant: [OH:1][C:2]1[C:3]2[C:13]([C:14]3[CH:19]=[CH:18][C:17]([C:20]4[CH:25]=[CH:24][CH:23]=[CH:22][C:21]=4[OH:26])=[CH:16][CH:15]=3)=[CH:12][S:11][C:4]=2[NH:5][C:6](=[O:10])[C:7]=1C#N. Product: [OH:1][C:2]1[C:3]2[C:13]([C:14]3[CH:15]=[CH:16][C:17]([C:20]4[CH:25]=[CH:24][CH:23]=[CH:22][C:21]=4[OH:26])=[CH:18][CH:19]=3)=[CH:12][S:11][C:4]=2[NH:5][C:6](=[O:10])[CH:7]=1. The catalyst class is: 82.